From a dataset of Reaction yield outcomes from USPTO patents with 853,638 reactions. Predict the reaction yield, written as a fraction of the theoretical maximum amount of product (1.0 means a 100% yield; for example, 0.34 means a 34% yield). (1) The reactants are C([O:3][C:4](=[O:42])[C@H:5]([OH:41])[CH2:6][NH:7][C:8](=[O:40])[C:9]1[CH:14]=[CH:13][C:12]([CH:15]([NH:28][C:29]([NH:31][C:32]2[CH:37]=[C:36]([Cl:38])[CH:35]=[C:34]([Cl:39])[CH:33]=2)=[O:30])[C:16]2[CH:21]=[CH:20][C:19]([C:22]3[CH2:27][CH2:26][CH2:25][CH2:24][CH:23]=3)=[CH:18][CH:17]=2)=[CH:11][CH:10]=1)C.[OH-].[Na+].Cl. The catalyst is C(O)C.C1COCC1. The product is [C:22]1([C:19]2[CH:18]=[CH:17][C:16]([CH:15]([NH:28][C:29]([NH:31][C:32]3[CH:33]=[C:34]([Cl:39])[CH:35]=[C:36]([Cl:38])[CH:37]=3)=[O:30])[C:12]3[CH:13]=[CH:14][C:9]([C:8]([NH:7][CH2:6][C@@H:5]([OH:41])[C:4]([OH:42])=[O:3])=[O:40])=[CH:10][CH:11]=3)=[CH:21][CH:20]=2)[CH2:27][CH2:26][CH2:25][CH2:24][CH:23]=1. The yield is 0.730. (2) The reactants are C[O:2][C:3]1[CH:8]=[CH:7][C:6]([C:9]2[NH:10][C:11]([NH:14][C:15](=[O:28])[C:16]([CH3:27])([S:18]([CH:21]3[CH2:26][CH2:25][O:24][CH2:23][CH2:22]3)(=[O:20])=[O:19])[CH3:17])=[N:12][N:13]=2)=[CH:5][CH:4]=1.[Br-].[Br-].[Br-].[Al+3]. The catalyst is C(S)C. The product is [OH:2][C:3]1[CH:8]=[CH:7][C:6]([C:9]2[NH:10][C:11]([NH:14][C:15](=[O:28])[C:16]([CH3:17])([S:18]([CH:21]3[CH2:22][CH2:23][O:24][CH2:25][CH2:26]3)(=[O:20])=[O:19])[CH3:27])=[N:12][N:13]=2)=[CH:5][CH:4]=1. The yield is 0.380.